From a dataset of Full USPTO retrosynthesis dataset with 1.9M reactions from patents (1976-2016). Predict the reactants needed to synthesize the given product. Given the product [CH2:1]([O:3][C:4]([C:6]1[C:7](=[O:26])[C:8]2[CH:13]=[N:12][C:11]([NH:40][C:37]3[CH:36]=[CH:35][C:34]([N:31]4[CH2:30][CH2:29][N:28]([CH3:27])[CH2:33][CH2:32]4)=[CH:39][CH:38]=3)=[N:10][C:9]=2[N:18]([CH:20]2[CH2:25][CH2:24][CH2:23][CH2:22][CH2:21]2)[CH:19]=1)=[O:5])[CH3:2], predict the reactants needed to synthesize it. The reactants are: [CH2:1]([O:3][C:4]([C:6]1[C:7](=[O:26])[C:8]2[CH:13]=[N:12][C:11](S(C)(=O)=O)=[N:10][C:9]=2[N:18]([CH:20]2[CH2:25][CH2:24][CH2:23][CH2:22][CH2:21]2)[CH:19]=1)=[O:5])[CH3:2].[CH3:27][N:28]1[CH2:33][CH2:32][N:31]([C:34]2[CH:39]=[CH:38][C:37]([NH2:40])=[CH:36][CH:35]=2)[CH2:30][CH2:29]1.